Dataset: Catalyst prediction with 721,799 reactions and 888 catalyst types from USPTO. Task: Predict which catalyst facilitates the given reaction. (1) Reactant: [CH3:1][O:2][C:3]([C:5]1[S:6][C:7]([C:31]#[C:32][C:33]([CH3:36])([CH3:35])[CH3:34])=[CH:8][C:9]=1[N:10]([C@H:20]1[CH2:25][CH2:24][C@@H:23](OS(C)(=O)=O)[CH2:22][CH2:21]1)[C:11]([C@H:13]1[CH2:18][CH2:17][C@H:16]([CH3:19])[CH2:15][CH2:14]1)=[O:12])=[O:4].[N-:37]=[N+:38]=[N-:39].[Na+]. Product: [CH3:1][O:2][C:3]([C:5]1[S:6][C:7]([C:31]#[C:32][C:33]([CH3:36])([CH3:35])[CH3:34])=[CH:8][C:9]=1[N:10]([C@H:20]1[CH2:25][CH2:24][C@H:23]([N:37]=[N+:38]=[N-:39])[CH2:22][CH2:21]1)[C:11]([C@H:13]1[CH2:18][CH2:17][C@H:16]([CH3:19])[CH2:15][CH2:14]1)=[O:12])=[O:4]. The catalyst class is: 39. (2) Reactant: Cl.[C:2]1(=[O:12])[C:6]2([CH2:11][CH2:10][CH2:9][NH:8][CH2:7]2)[CH2:5][CH2:4][NH:3]1.C(N(CC)CC)C.[F:20][C:21]1[CH:22]=[C:23]([S:31](Cl)(=[O:33])=[O:32])[CH:24]=[C:25]([C:27]([F:30])([F:29])[F:28])[CH:26]=1. Product: [F:20][C:21]1[CH:22]=[C:23]([S:31]([N:8]2[CH2:9][CH2:10][CH2:11][C:6]3([C:2](=[O:12])[NH:3][CH2:4][CH2:5]3)[CH2:7]2)(=[O:32])=[O:33])[CH:24]=[C:25]([C:27]([F:29])([F:28])[F:30])[CH:26]=1. The catalyst class is: 4. (3) Reactant: [F:1][C:2]1[CH:3]=[CH:4][CH:5]=[C:6]2[C:10]=1[NH:9][C:8](=[O:11])[CH2:7]2.[N+:12]([O-])([OH:14])=[O:13]. Product: [F:1][C:2]1[CH:3]=[C:4]([N+:12]([O-:14])=[O:13])[CH:5]=[C:6]2[C:10]=1[NH:9][C:8](=[O:11])[CH2:7]2. The catalyst class is: 82. (4) Reactant: [Br:1][C:2]1[N:6]([C@@H:7]2[O:24][CH2:23][C@@H:18]([O:19]C(=O)C)[C@H:13]([O:14]C(=O)C)[C@H:8]2[O:9]C(=O)C)[C:5]2[CH:25]=[C:26]([Cl:30])[C:27]([Cl:29])=[CH:28][C:4]=2[N:3]=1.C(=O)([O-])[O-].[Na+].[Na+].C(O)(=O)C.C(OCC)(=O)C. Product: [Br:1][C:2]1[N:6]([C@@H:7]2[O:24][CH2:23][C@@H:18]([OH:19])[C@H:13]([OH:14])[C@H:8]2[OH:9])[C:5]2[CH:25]=[C:26]([Cl:30])[C:27]([Cl:29])=[CH:28][C:4]=2[N:3]=1. The catalyst class is: 30. (5) Reactant: [C:12]([O:11][C:9](O[C:9]([O:11][C:12]([CH3:15])([CH3:14])[CH3:13])=[O:10])=[O:10])([CH3:15])([CH3:14])[CH3:13].[NH2:16][C@@H:17]1[CH2:22][CH2:21][C@H:20]([C:23]([OH:25])=[O:24])[CH2:19][CH2:18]1.C(N(CC)CC)C. Product: [C:12]([O:11][C:9]([NH:16][CH:17]1[CH2:22][CH2:21][CH:20]([C:23]([OH:25])=[O:24])[CH2:19][CH2:18]1)=[O:10])([CH3:13])([CH3:14])[CH3:15]. The catalyst class is: 2. (6) Reactant: FC(F)(F)C(O)=O.[CH3:8][C:9]1[CH:14]=[CH:13][CH:12]=[C:11]([CH3:15])[C:10]=1[O:16][C:17]1[N:22]=[CH:21][C:20]([NH:23][C:24](=[O:35])[C@H:25]([NH:27]C(=O)OC(C)(C)C)[CH3:26])=[CH:19][CH:18]=1. Product: [CH3:15][C:11]1[CH:12]=[CH:13][CH:14]=[C:9]([CH3:8])[C:10]=1[O:16][C:17]1[N:22]=[CH:21][C:20]([NH:23][C:24](=[O:35])[C@@H:25]([CH3:26])[NH2:27])=[CH:19][CH:18]=1. The catalyst class is: 4. (7) Reactant: [Mg].Br[CH2:3][C:4]1[CH:9]=[C:8]([Cl:10])[N:7]=[C:6]([Cl:11])[CH:5]=1.[F:12][C:13]([F:30])([F:29])[C:14](=[O:28])[CH2:15][C:16]([C:19]1[CH:24]=[C:23]([F:25])[CH:22]=[CH:21][C:20]=1[O:26][CH3:27])([CH3:18])[CH3:17]. Product: [Cl:10][C:8]1[CH:9]=[C:4]([CH2:3][C:14]([OH:28])([CH2:15][C:16]([C:19]2[CH:24]=[C:23]([F:25])[CH:22]=[CH:21][C:20]=2[O:26][CH3:27])([CH3:18])[CH3:17])[C:13]([F:12])([F:30])[F:29])[CH:5]=[C:6]([Cl:11])[N:7]=1. The catalyst class is: 27.